The task is: Predict the product of the given reaction.. This data is from Forward reaction prediction with 1.9M reactions from USPTO patents (1976-2016). (1) Given the reactants C1COCC1.[CH3:6][N:7]([CH3:40])[C:8]1[CH:13]=[CH:12][C:11]([C:14]2[C:19]([N:20]3[CH2:26][C:25]([CH3:28])([CH3:27])[C:24](=O)[N:23]([C:30]4[CH:35]=[CH:34][C:33]([O:36][CH3:37])=[CH:32][CH:31]=4)[CH2:22][CH2:21]3)=[CH:18][CH:17]=[C:16]([O:38][CH3:39])[N:15]=2)=[CH:10][CH:9]=1.[H-].[Al+3].[Li+].[H-].[H-].[H-].[OH-].[Na+], predict the reaction product. The product is: [CH3:39][O:38][C:16]1[N:15]=[C:14]([C:11]2[CH:10]=[CH:9][C:8]([N:7]([CH3:40])[CH3:6])=[CH:13][CH:12]=2)[C:19]([N:20]2[CH2:26][C:25]([CH3:28])([CH3:27])[CH2:24][N:23]([C:30]3[CH:35]=[CH:34][C:33]([O:36][CH3:37])=[CH:32][CH:31]=3)[CH2:22][CH2:21]2)=[CH:18][CH:17]=1. (2) The product is: [Br:1][C:2]1[CH:7]=[CH:6][C:5]([C:8](=[N:12][NH2:13])[CH3:9])=[C:4]([F:11])[CH:3]=1. Given the reactants [Br:1][C:2]1[CH:7]=[CH:6][C:5]([C:8](=O)[CH3:9])=[C:4]([F:11])[CH:3]=1.[NH2:12][NH2:13], predict the reaction product. (3) Given the reactants [C:1]([NH:4][C@:5]1([C@@H:54]([CH2:56][CH3:57])[CH3:55])[CH2:9][CH2:8][N:7]([C@@H:10]([CH2:45][CH2:46][C:47]2[CH:52]=[CH:51][CH:50]=[CH:49][CH:48]=2)[C:11]([NH:13][C@@H:14]([CH2:36][C:37]2[CH:42]=[C:41]([F:43])[CH:40]=[C:39]([F:44])[CH:38]=2)[C@@H:15]([C@H:17]2[CH2:22][CH2:21][CH2:20]C[N:18]2C(C2C=CC=CC=2)C2C=CC=CC=2)[OH:16])=[O:12])[C:6]1=[O:53])(=[O:3])[CH3:2].N[C@@H](CC1C=C(F)C=C(F)C=1)[C@@H]([C@@H]1N(C(C2C=CC=CC=2)C2C=CC=CC=2)C[C@@H](O)C1)[OH:61].FC1C=C(C=C(F)C=1)C[C@H]1[C@@H]([C@H]2C[C@H](O)CN2C(C2C=CC=CC=2)C2C=CC=CC=2)OC(=O)N1.[Li+].[OH-], predict the reaction product. The product is: [C:1]([NH:4][C@:5]1([C@@H:54]([CH2:56][CH3:57])[CH3:55])[CH2:9][CH2:8][N:7]([C@@H:10]([CH2:45][CH2:46][C:47]2[CH:48]=[CH:49][CH:50]=[CH:51][CH:52]=2)[C:11]([NH:13][C@@H:14]([CH2:36][C:37]2[CH:38]=[C:39]([F:44])[CH:40]=[C:41]([F:43])[CH:42]=2)[C@H:15]([OH:16])[C@H:17]2[CH2:22][C@H:21]([OH:61])[CH2:20][NH:18]2)=[O:12])[C:6]1=[O:53])(=[O:3])[CH3:2]. (4) Given the reactants [OH-].[Na+].[O:3]1[CH:7]=[CH:6][CH:5]=[C:4]1[C:8]1[CH:17]=[CH:16][C:11]([C:12]([O:14]C)=[O:13])=[C:10]([NH:18][C:19]([C:21]2[CH:22]=[N:23][CH:24]=[C:25]([C:27]3[CH:32]=[CH:31][CH:30]=[CH:29][CH:28]=3)[CH:26]=2)=[O:20])[CH:9]=1, predict the reaction product. The product is: [O:3]1[CH:7]=[CH:6][CH:5]=[C:4]1[C:8]1[CH:17]=[CH:16][C:11]([C:12]([OH:14])=[O:13])=[C:10]([NH:18][C:19]([C:21]2[CH:22]=[N:23][CH:24]=[C:25]([C:27]3[CH:28]=[CH:29][CH:30]=[CH:31][CH:32]=3)[CH:26]=2)=[O:20])[CH:9]=1. (5) The product is: [NH:17]([CH2:16][C:12]1[CH:13]=[CH:14][CH:15]=[C:6]([C:5]([OH:21])=[O:4])[C:7]=1[C:8]([OH:10])=[O:9])[C:18]([NH2:20])=[O:19]. Given the reactants [OH-].[Na+].C[O:4][C:5](=[O:21])[C:6]1[C:7](=[C:12]([CH2:16][NH:17][C:18]([NH2:20])=[O:19])[CH:13]=[CH:14][CH:15]=1)[C:8]([O:10]C)=[O:9], predict the reaction product. (6) Given the reactants [Br:1][CH:2]([CH3:6])[C:3]([OH:5])=[O:4].[CH2:7](O)[C:8]1[CH:13]=[CH:12][CH:11]=[CH:10][CH:9]=1, predict the reaction product. The product is: [Br:1][CH:2]([CH3:6])[C:3]([O:5][CH2:7][C:8]1[CH:13]=[CH:12][CH:11]=[CH:10][CH:9]=1)=[O:4]. (7) Given the reactants [Br:1][C:2]1[CH:8]=[C:7]([CH3:9])[C:5]([NH2:6])=[C:4]([CH2:10][CH3:11])[CH:3]=1.Cl[C:13](Cl)([O:15]C(=O)OC(Cl)(Cl)Cl)Cl, predict the reaction product. The product is: [Br:1][C:2]1[CH:8]=[C:7]([CH3:9])[C:5]([N:6]=[C:13]=[O:15])=[C:4]([CH2:10][CH3:11])[CH:3]=1.